This data is from Full USPTO retrosynthesis dataset with 1.9M reactions from patents (1976-2016). The task is: Predict the reactants needed to synthesize the given product. (1) Given the product [C:26]([Si:13]([C:14]1[CH:15]=[CH:16][CH:17]=[CH:18][CH:19]=1)([C:20]1[CH:25]=[CH:24][CH:23]=[CH:22][CH:21]=1)[O:12][CH:9]1[CH2:8][CH2:7][C:6]2([C:4](=[O:3])[N:32]([C:33]3[C:34]([CH3:50])=[N:35][C:36]([N:39]4[CH2:43][CH2:42][C@@H:41]([N:44]5[CH2:48][CH2:47][CH2:46][C@@H:45]5[CH3:49])[CH2:40]4)=[CH:37][CH:38]=3)[CH2:31][CH2:30]2)[CH2:11][CH2:10]1)([CH3:29])([CH3:28])[CH3:27].[NH3:32], predict the reactants needed to synthesize it. The reactants are: C([O:3][C:4]([C:6]1([CH2:30][CH2:31][NH:32][C:33]2[C:34]([CH3:50])=[N:35][C:36]([N:39]3[CH2:43][CH2:42][C@@H:41]([N:44]4[CH2:48][CH2:47][CH2:46][C@@H:45]4[CH3:49])[CH2:40]3)=[CH:37][CH:38]=2)[CH2:11][CH2:10][CH:9]([O:12][Si:13]([C:26]([CH3:29])([CH3:28])[CH3:27])([C:20]2[CH:25]=[CH:24][CH:23]=[CH:22][CH:21]=2)[C:14]2[CH:19]=[CH:18][CH:17]=[CH:16][CH:15]=2)[CH2:8][CH2:7]1)=O)C. (2) The reactants are: C([O:3][C:4](=[O:46])[CH2:5][CH2:6][CH2:7][O:8][C:9]1[CH:14]=[CH:13][CH:12]=[C:11]([CH2:15][CH2:16][CH2:17][CH2:18][CH2:19][CH2:20][O:21][C:22]2[CH:27]=[C:26]([I:28])[CH:25]=[C:24]([C:29](=[O:38])[NH:30][CH2:31][C:32]3[CH:37]=[CH:36][CH:35]=[CH:34][CH:33]=3)[CH:23]=2)[C:10]=1[CH2:39][CH2:40][C:41]([O:43]CC)=[O:42])C.[OH-].[Na+].Cl. Given the product [CH2:31]([NH:30][C:29]([C:24]1[CH:23]=[C:22]([CH:27]=[C:26]([I:28])[CH:25]=1)[O:21][CH2:20][CH2:19][CH2:18][CH2:17][CH2:16][CH2:15][C:11]1[C:10]([CH2:39][CH2:40][C:41]([OH:43])=[O:42])=[C:9]([CH:14]=[CH:13][CH:12]=1)[O:8][CH2:7][CH2:6][CH2:5][C:4]([OH:46])=[O:3])=[O:38])[C:32]1[CH:37]=[CH:36][CH:35]=[CH:34][CH:33]=1, predict the reactants needed to synthesize it. (3) The reactants are: [NH2:1][CH:2]([CH2:6][C:7]([F:10])([F:9])[F:8])[C:3]([OH:5])=[O:4].C([O-])(O)=O.[Na+].[C:16](O[C:16]([O:18][C:19]([CH3:22])([CH3:21])[CH3:20])=[O:17])([O:18][C:19]([CH3:22])([CH3:21])[CH3:20])=[O:17]. Given the product [C:19]([O:18][C:16]([NH:1][CH:2]([CH2:6][C:7]([F:10])([F:9])[F:8])[C:3]([OH:5])=[O:4])=[O:17])([CH3:22])([CH3:21])[CH3:20], predict the reactants needed to synthesize it.